This data is from Peptide-MHC class I binding affinity with 185,985 pairs from IEDB/IMGT. The task is: Regression. Given a peptide amino acid sequence and an MHC pseudo amino acid sequence, predict their binding affinity value. This is MHC class I binding data. (1) The peptide sequence is YDPVLMFLLF. The binding affinity (normalized) is 0. The MHC is Mamu-B08 with pseudo-sequence Mamu-B08. (2) The peptide sequence is ISVNNVCHMY. The MHC is HLA-A33:01 with pseudo-sequence HLA-A33:01. The binding affinity (normalized) is 0.0677. (3) The peptide sequence is GMFGGCFAA. The MHC is HLA-B40:01 with pseudo-sequence HLA-B40:01. The binding affinity (normalized) is 0.0847. (4) The peptide sequence is FVAEGDALV. The MHC is HLA-A02:11 with pseudo-sequence HLA-A02:11. The binding affinity (normalized) is 1.00. (5) The peptide sequence is ETEQPTLDY. The MHC is HLA-B15:01 with pseudo-sequence HLA-B15:01. The binding affinity (normalized) is 0.0847. (6) The peptide sequence is MPIAAAIGT. The MHC is HLA-B46:01 with pseudo-sequence HLA-B46:01. The binding affinity (normalized) is 0.0847.